Dataset: Forward reaction prediction with 1.9M reactions from USPTO patents (1976-2016). Task: Predict the product of the given reaction. (1) Given the reactants [CH3:1][O:2][CH2:3][CH2:4][CH2:5][CH2:6][CH2:7][CH2:8][CH2:9][CH2:10][O:11][C:12]1[CH:17]=[CH:16][NH:15][C:14](=[S:18])[C:13]=1[CH3:19].[Cl:20][CH2:21][C:22]1[NH:23][C:24]2[CH:30]=[CH:29][CH:28]=[CH:27][C:25]=2[N:26]=1.[OH-].[Na+], predict the reaction product. The product is: [ClH:20].[CH3:1][O:2][CH2:3][CH2:4][CH2:5][CH2:6][CH2:7][CH2:8][CH2:9][CH2:10][O:11][C:12]1[CH:17]=[CH:16][N:15]=[C:14]([S:18][CH2:21][C:22]2[NH:26][C:25]3[CH:27]=[CH:28][CH:29]=[CH:30][C:24]=3[N:23]=2)[C:13]=1[CH3:19]. (2) The product is: [Cl:1][C:2]1[CH:32]=[CH:31][C:5]([CH2:6][NH:7][C:8]([C:10]2[C:11](=[O:30])[C:12]3[CH:19]=[C:18]([CH2:20][CH2:21][CH:22]([OH:29])[C:23]4[CH:24]=[CH:25][CH:26]=[CH:27][CH:28]=4)[O:17][C:13]=3[N:14]([CH3:16])[CH:15]=2)=[O:9])=[CH:4][CH:3]=1. Given the reactants [Cl:1][C:2]1[CH:32]=[CH:31][C:5]([CH2:6][NH:7][C:8]([C:10]2[C:11](=[O:30])[C:12]3[CH:19]=[C:18]([C:20]#[C:21][CH:22]([OH:29])[C:23]4[CH:28]=[CH:27][CH:26]=[CH:25][CH:24]=4)[O:17][C:13]=3[N:14]([CH3:16])[CH:15]=2)=[O:9])=[CH:4][CH:3]=1, predict the reaction product. (3) The product is: [CH2:1]([O:8][C:9]([N:11]1[CH:15]=[C:14]([CH:16]=[CH:17][C:30]2[CH:29]=[CH:28][C:27]([N:33]3[CH2:34][C:35](=[O:46])[N:36]([CH2:40][CH2:41][Si:42]([CH3:45])([CH3:44])[CH3:43])[S:37]3(=[O:39])=[O:38])=[C:26]([O:25][CH2:18][C:19]3[CH:24]=[CH:23][CH:22]=[CH:21][CH:20]=3)[CH:31]=2)[CH:13]=[N:12]1)=[O:10])[C:2]1[CH:3]=[CH:4][CH:5]=[CH:6][CH:7]=1.[CH2:18]([O:25][C:26]1[CH:31]=[C:30]([CH:17]=[CH:16][C:14]2[CH:15]=[N:11][NH:12][CH:13]=2)[CH:29]=[CH:28][C:27]=1[N:33]1[S:37](=[O:39])(=[O:38])[N:36]([CH2:40][CH2:41][Si:42]([CH3:45])([CH3:44])[CH3:43])[C:35](=[O:46])[CH2:34]1)[C:19]1[CH:24]=[CH:23][CH:22]=[CH:21][CH:20]=1. Given the reactants [CH2:1]([O:8][C:9]([N:11]1[CH:15]=[C:14]([CH:16]=[CH2:17])[CH:13]=[N:12]1)=[O:10])[C:2]1[CH:7]=[CH:6][CH:5]=[CH:4][CH:3]=1.[CH2:18]([O:25][C:26]1[CH:31]=[C:30](I)[CH:29]=[CH:28][C:27]=1[N:33]1[S:37](=[O:39])(=[O:38])[N:36]([CH2:40][CH2:41][Si:42]([CH3:45])([CH3:44])[CH3:43])[C:35](=[O:46])[CH2:34]1)[C:19]1[CH:24]=[CH:23][CH:22]=[CH:21][CH:20]=1, predict the reaction product.